Predict the reactants needed to synthesize the given product. From a dataset of Full USPTO retrosynthesis dataset with 1.9M reactions from patents (1976-2016). (1) Given the product [NH2:16][C:13]1[CH:14]=[CH:15][C:10]([NH:9][C:1](=[O:8])[C:2]2[CH:3]=[CH:4][CH:5]=[CH:6][CH:7]=2)=[C:11]([NH:19][C:20](=[O:26])[O:21][C:22]([CH3:23])([CH3:24])[CH3:25])[CH:12]=1, predict the reactants needed to synthesize it. The reactants are: [C:1]([NH:9][C:10]1[CH:15]=[CH:14][C:13]([N+:16]([O-])=O)=[CH:12][C:11]=1[NH:19][C:20](=[O:26])[O:21][C:22]([CH3:25])([CH3:24])[CH3:23])(=[O:8])[C:2]1[CH:7]=[CH:6][CH:5]=[CH:4][CH:3]=1.[Cl-].[NH4+]. (2) Given the product [F:9][C:3]1[CH:4]=[CH:5][C:6]([NH2:8])=[N:7][C:2]=1[C:11]([CH3:15])=[CH2:10], predict the reactants needed to synthesize it. The reactants are: Br[C:2]1[N:7]=[C:6]([NH2:8])[CH:5]=[CH:4][C:3]=1[F:9].[CH3:10][C:11]1(C)[C:15](C)(C)OB(C(C)=C)O1.P([O-])([O-])([O-])=O.[K+].[K+].[K+]. (3) Given the product [CH3:40][O:41][CH2:42][C@H:43]([N:50]1[CH2:55][CH2:54][N:53]([C:23]([C:22]2[CH:21]=[N:20][N:12]3[C:13]([C:16]([F:18])([F:17])[F:19])=[C:14]([CH3:15])[C:9]([C:6]4[CH:5]=[CH:4][C:3]([O:2][CH3:1])=[CH:8][CH:7]=4)=[N:10][C:11]=23)=[O:24])[C@H:52]([CH3:56])[CH2:51]1)[C:44]1[CH:49]=[CH:48][CH:47]=[CH:46][CH:45]=1, predict the reactants needed to synthesize it. The reactants are: [CH3:1][O:2][C:3]1[CH:8]=[CH:7][C:6]([C:9]2[C:14]([CH3:15])=[C:13]([C:16]([F:19])([F:18])[F:17])[N:12]3[N:20]=[CH:21][C:22]([C:23](O)=[O:24])=[C:11]3[N:10]=2)=[CH:5][CH:4]=1.C(Cl)CCl.C1C=CC2N(O)N=NC=2C=1.[CH3:40][O:41][CH2:42][C@H:43]([N:50]1[CH2:55][CH2:54][NH:53][C@H:52]([CH3:56])[CH2:51]1)[C:44]1[CH:49]=[CH:48][CH:47]=[CH:46][CH:45]=1. (4) Given the product [Cl:1][CH2:2][C:3]1([CH3:9])[O:7][C:6](=[O:8])[N:5]([C:11]2[CH:16]=[CH:15][C:14]([Cl:17])=[CH:13][N:12]=2)[CH2:4]1, predict the reactants needed to synthesize it. The reactants are: [Cl:1][CH2:2][C:3]1([CH3:9])[O:7][C:6](=[O:8])[NH:5][CH2:4]1.Br[C:11]1[CH:16]=[CH:15][C:14]([Cl:17])=[CH:13][N:12]=1.C(=O)([O-])[O-].[Cs+].[Cs+].CC1(C)C2C=CC=C(P(C3C=CC=CC=3)C3C=CC=CC=3)C=2OC2C1=CC=CC=2P(C1C=CC=CC=1)C1C=CC=CC=1. (5) The reactants are: Br[C:2]1[CH:3]=[C:4]([NH:10][C:11]2[CH:15]=[CH:14][N:13]([CH3:16])[N:12]=2)[C:5](=[O:9])[N:6]([CH3:8])[CH:7]=1.[B:17]1([B:17]2[O:21][C:20]([CH3:23])([CH3:22])[C:19]([CH3:25])([CH3:24])[O:18]2)[O:21][C:20]([CH3:23])([CH3:22])[C:19]([CH3:25])([CH3:24])[O:18]1.CC(C1C=C(C(C)C)C(C2C=CC=CC=2P(C2CCCCC2)C2CCCCC2)=C(C(C)C)C=1)C.C([O-])(=O)C.[K+]. Given the product [CH3:8][N:6]1[CH:7]=[C:2]([B:17]2[O:21][C:20]([CH3:23])([CH3:22])[C:19]([CH3:25])([CH3:24])[O:18]2)[CH:3]=[C:4]([NH:10][C:11]2[CH:15]=[CH:14][N:13]([CH3:16])[N:12]=2)[C:5]1=[O:9], predict the reactants needed to synthesize it. (6) Given the product [CH3:1][N:2]1[CH2:9][C@@H:8]2[C@@H:4]([N:5]([C:10]3[CH:11]=[C:12]([O:35][CH3:36])[C:13]([NH:19][C:20]4[N:25]=[C:24]([C:26]5[CH:27]=[N:28][N:29]6[CH:34]=[CH:33][CH:32]=[CH:31][C:30]=56)[CH:23]=[CH:22][N:21]=4)=[CH:14][C:15]=3[NH2:16])[CH2:6][CH2:7]2)[CH2:3]1, predict the reactants needed to synthesize it. The reactants are: [CH3:1][N:2]1[CH2:9][C@@H:8]2[C@@H:4]([N:5]([C:10]3[C:15]([N+:16]([O-])=O)=[CH:14][C:13]([NH:19][C:20]4[N:25]=[C:24]([C:26]5[CH:27]=[N:28][N:29]6[CH:34]=[CH:33][CH:32]=[CH:31][C:30]=56)[CH:23]=[CH:22][N:21]=4)=[C:12]([O:35][CH3:36])[CH:11]=3)[CH2:6][CH2:7]2)[CH2:3]1.[NH4+].[Cl-].C(O)C. (7) The reactants are: Cl[C:2]1[CH:11]=[CH:10][C:5]([C:6]([O:8][CH3:9])=[O:7])=[CH:4][N:3]=1.[CH3:12][S-:13].[Na+].O. Given the product [CH3:12][S:13][C:2]1[CH:11]=[CH:10][C:5]([C:6]([O:8][CH3:9])=[O:7])=[CH:4][N:3]=1, predict the reactants needed to synthesize it.